Dataset: Merck oncology drug combination screen with 23,052 pairs across 39 cell lines. Task: Regression. Given two drug SMILES strings and cell line genomic features, predict the synergy score measuring deviation from expected non-interaction effect. Drug 1: O=S1(=O)NC2(CN1CC(F)(F)F)C1CCC2Cc2cc(C=CCN3CCC(C(F)(F)F)CC3)ccc2C1. Drug 2: CS(=O)(=O)CCNCc1ccc(-c2ccc3ncnc(Nc4ccc(OCc5cccc(F)c5)c(Cl)c4)c3c2)o1. Cell line: RKO. Synergy scores: synergy=11.7.